From a dataset of Full USPTO retrosynthesis dataset with 1.9M reactions from patents (1976-2016). Predict the reactants needed to synthesize the given product. (1) Given the product [Cl:1][C:2]1[CH:7]=[CH:6][C:5]([O:8][C:14]2[O:18][C:17]([CH:19]=[O:20])=[CH:16][CH:15]=2)=[CH:4][CH:3]=1, predict the reactants needed to synthesize it. The reactants are: [Cl:1][C:2]1[CH:7]=[CH:6][C:5]([OH:8])=[CH:4][CH:3]=1.[H-].[Na+].[N+]([C:14]1[O:18][C:17]([CH:19]=[O:20])=[CH:16][CH:15]=1)([O-])=O.O. (2) Given the product [Br:1][C:20]1[CH:21]=[C:22]2[C:17](=[CH:18][CH:19]=1)[CH2:16][N:15]([S:12]([CH3:11])(=[O:14])=[O:13])[CH2:24][CH2:23]2, predict the reactants needed to synthesize it. The reactants are: [Br:1]C1C=C(C=CC=1)CCN.[CH3:11][S:12]([N:15]1[CH2:24][CH2:23][C:22]2[C:17](=[CH:18][CH:19]=[C:20]([N+]([O-])=O)[CH:21]=2)[CH2:16]1)(=[O:14])=[O:13]. (3) Given the product [Br:1][C:2]1[CH:7]=[CH:6][C:5]([C:16](=[O:17])[C:15]([F:27])([F:14])[C:21]2[CH:26]=[CH:25][CH:24]=[CH:23][N:22]=2)=[CH:4][CH:3]=1, predict the reactants needed to synthesize it. The reactants are: [Br:1][C:2]1[CH:7]=[CH:6][C:5](I)=[CH:4][CH:3]=1.C([Li])CCC.[F:14][C:15]([F:27])([C:21]1[CH:26]=[CH:25][CH:24]=[CH:23][N:22]=1)[C:16](OCC)=[O:17]. (4) The reactants are: Cl[C:2]1[N:3]=[C:4]([N:12]2[CH2:17][CH2:16][O:15][CH2:14][C@@H:13]2[CH3:18])[C:5]2[CH2:10][N:9]([CH3:11])[CH2:8][C:6]=2[N:7]=1.[F:19][C:20]1[C:25]([F:26])=[C:24](B2OC(C)(C)C(C)(C)O2)[CH:23]=[CH:22][C:21]=1[NH:36][C:37]([NH:39][CH2:40][CH3:41])=[O:38]. Given the product [F:19][C:20]1[C:25]([F:26])=[C:24]([C:2]2[N:3]=[C:4]([N:12]3[CH2:17][CH2:16][O:15][CH2:14][C@@H:13]3[CH3:18])[C:5]3[CH2:10][N:9]([CH3:11])[CH2:8][C:6]=3[N:7]=2)[CH:23]=[CH:22][C:21]=1[NH:36][C:37]([NH:39][CH2:40][CH3:41])=[O:38], predict the reactants needed to synthesize it. (5) Given the product [Cl:1][C:2]1[CH:7]=[CH:6][C:5]([S:8]([NH:11][C:15]2[C:16]([C:22](=[O:32])[C:23]3[CH:28]=[CH:27][CH:26]=[CH:25][C:24]=3[O:29][CH2:30][CH3:31])=[N:17][CH:18]=[C:19]([Cl:21])[CH:20]=2)(=[O:10])=[O:9])=[CH:4][C:3]=1[C:33]([F:34])([F:36])[F:35], predict the reactants needed to synthesize it. The reactants are: [Cl:1][C:2]1[CH:7]=[CH:6][C:5]([S:8]([N:11]([C:15]2[C:16]([C:22](=[O:32])[C:23]3[CH:28]=[CH:27][CH:26]=[CH:25][C:24]=3[O:29][CH2:30][CH3:31])=[N:17][CH:18]=[C:19]([Cl:21])[CH:20]=2)COC)(=[O:10])=[O:9])=[CH:4][C:3]=1[C:33]([F:36])([F:35])[F:34].Cl. (6) Given the product [C:1]([O:5][C:6]([N:8]1[CH2:13][CH2:12][CH:11]([CH:14]([OH:32])[CH2:15][N:16]2[CH2:17][CH2:18][N:19]([C:22]3[CH:27]=[CH:26][C:25]([S:28]([CH3:31])(=[O:29])=[O:30])=[CH:24][CH:23]=3)[CH2:20][CH2:21]2)[CH2:10][CH2:9]1)=[O:7])([CH3:4])([CH3:3])[CH3:2], predict the reactants needed to synthesize it. The reactants are: [C:1]([O:5][C:6]([N:8]1[CH2:13][CH2:12][CH:11]([C:14](=[O:32])[CH2:15][N:16]2[CH2:21][CH2:20][N:19]([C:22]3[CH:27]=[CH:26][C:25]([S:28]([CH3:31])(=[O:30])=[O:29])=[CH:24][CH:23]=3)[CH2:18][CH2:17]2)[CH2:10][CH2:9]1)=[O:7])([CH3:4])([CH3:3])[CH3:2].[BH4-].[Na+].